Dataset: Forward reaction prediction with 1.9M reactions from USPTO patents (1976-2016). Task: Predict the product of the given reaction. Given the reactants Br[CH2:2][CH2:3][CH2:4][CH2:5][CH2:6][CH2:7][CH2:8][CH2:9][CH2:10][CH2:11][CH2:12][C:13]([F:25])([F:24])[C:14]([F:23])([F:22])[C:15]([F:21])([F:20])[C:16]([F:19])([F:18])[F:17].[P:26]([O:33]CC)([O:30][CH2:31][CH3:32])[O:27][CH2:28][CH3:29], predict the reaction product. The product is: [CH2:28]([O:27][P:26]([CH:12]([C:13]([F:25])([F:24])[C:14]([F:23])([F:22])[C:15]([F:21])([F:20])[C:16]([F:19])([F:18])[F:17])[CH2:11][CH2:10][CH2:9][CH2:8][CH2:7][CH2:6][CH2:5][CH2:4][CH2:3][CH3:2])([O:30][CH2:31][CH3:32])=[O:33])[CH3:29].